Dataset: Reaction yield outcomes from USPTO patents with 853,638 reactions. Task: Predict the reaction yield, written as a fraction of the theoretical maximum amount of product (1.0 means a 100% yield; for example, 0.34 means a 34% yield). The reactants are Cl.Cl[CH2:3][CH2:4][N:5]([CH2:7][CH2:8]Cl)[CH3:6].C(=O)([O-])[O-].[Na+].[Na+].[Br:16][C:17]1[CH:18]=[N:19][C:20]2[C:25]([CH:26]=1)=[CH:24][CH:23]=[CH:22][C:21]=2[NH2:27]. The catalyst is C(O)CCC.ClCCl. The product is [Br:16][C:17]1[CH:18]=[N:19][C:20]2[C:25]([CH:26]=1)=[CH:24][CH:23]=[CH:22][C:21]=2[N:27]1[CH2:8][CH2:7][N:5]([CH3:6])[CH2:4][CH2:3]1. The yield is 0.490.